From a dataset of Reaction yield outcomes from USPTO patents with 853,638 reactions. Predict the reaction yield, written as a fraction of the theoretical maximum amount of product (1.0 means a 100% yield; for example, 0.34 means a 34% yield). (1) The yield is 0.900. The product is [OH:8][N:7]=[C:6]([Cl:14])[C:5]1[CH:9]=[CH:10][CH:11]=[C:3]([C:2]([F:12])([F:13])[F:1])[CH:4]=1. The reactants are [F:1][C:2]([F:13])([F:12])[C:3]1[CH:4]=[C:5]([CH:9]=[CH:10][CH:11]=1)[CH:6]=[N:7][OH:8].[Cl:14]N1C(=O)CCC1=O. The catalyst is C(Cl)Cl.O. (2) The reactants are [NH2:1][CH2:2][C:3]1[C:4]([CH2:24][CH:25]([CH3:27])[CH3:26])=[N:5][C:6]([CH3:23])=[C:7]([C:15]=1[C:16]1[CH:21]=[CH:20][C:19]([Cl:22])=[CH:18][CH:17]=1)[C:8]([O:10]C(C)(C)C)=[O:9].FC(F)(F)C(O)=O.O1CCOCC1.[ClH:41]. No catalyst specified. The product is [ClH:22].[ClH:41].[NH2:1][CH2:2][C:3]1[C:4]([CH2:24][CH:25]([CH3:27])[CH3:26])=[N:5][C:6]([CH3:23])=[C:7]([C:15]=1[C:16]1[CH:21]=[CH:20][C:19]([Cl:22])=[CH:18][CH:17]=1)[C:8]([OH:10])=[O:9]. The yield is 0.990. (3) The reactants are [CH3:1][S:2][C:3]1[CH:11]=[C:10]2[C:6]([CH:7]=[CH:8][N:9]2S(C2C=CC=CC=2)(=O)=O)=[CH:5][CH:4]=1.[Li]CCCC.[CH:26](=[O:30])[CH:27]([CH3:29])[CH3:28]. The catalyst is C1COCC1. The product is [CH3:28][CH:27]([CH3:29])[C:26]([C:8]1[NH:9][C:10]2[C:6]([CH:7]=1)=[CH:5][CH:4]=[C:3]([S:2][CH3:1])[CH:11]=2)=[O:30]. The yield is 0.643. (4) The reactants are C(O)(C(F)(F)F)=O.[Cl:8][C:9]1[CH:44]=[CH:43][C:12]([CH2:13][N:14]([CH2:33][CH2:34][NH:35]C(=O)OC(C)(C)C)[C:15](=[O:32])[C:16]2[CH:21]=[CH:20][C:19]([C:22]3[C:23]4[C@H:30]([CH3:31])[CH2:29][CH2:28][C:24]=4[N:25]=[CH:26][N:27]=3)=[CH:18][CH:17]=2)=[CH:11][CH:10]=1. The catalyst is C(Cl)Cl. The product is [NH2:35][CH2:34][CH2:33][N:14]([CH2:13][C:12]1[CH:11]=[CH:10][C:9]([Cl:8])=[CH:44][CH:43]=1)[C:15](=[O:32])[C:16]1[CH:21]=[CH:20][C:19]([C:22]2[C:23]3[C@H:30]([CH3:31])[CH2:29][CH2:28][C:24]=3[N:25]=[CH:26][N:27]=2)=[CH:18][CH:17]=1. The yield is 0.220. (5) The reactants are Br[C:2]1[CH:7]=[CH:6][C:5]([N:8]2[CH2:13][CH2:12][C:11](=[O:14])[CH2:10][CH2:9]2)=[CH:4][CH:3]=1.[B:15]1([B:15]2[O:19][C:18]([CH3:21])([CH3:20])[C:17]([CH3:23])([CH3:22])[O:16]2)[O:19][C:18]([CH3:21])([CH3:20])[C:17]([CH3:23])([CH3:22])[O:16]1.CC([O-])=O.[K+].[Na+].[Cl-]. The catalyst is CN(C=O)C. The product is [CH3:22][C:17]1([CH3:23])[C:18]([CH3:21])([CH3:20])[O:19][B:15]([C:2]2[CH:7]=[CH:6][C:5]([N:8]3[CH2:13][CH2:12][C:11](=[O:14])[CH2:10][CH2:9]3)=[CH:4][CH:3]=2)[O:16]1. The yield is 0.330.